This data is from Full USPTO retrosynthesis dataset with 1.9M reactions from patents (1976-2016). The task is: Predict the reactants needed to synthesize the given product. (1) Given the product [Cl:1][C:2]1[C:10]([NH:11][S:12]([C:15]2[S:16][CH:17]=[CH:18][CH:19]=2)(=[O:14])=[O:13])=[C:9]2[C:5]([CH:6]=[C:7]([C:20]([NH2:23])=[O:22])[NH:8]2)=[CH:4][CH:3]=1, predict the reactants needed to synthesize it. The reactants are: [Cl:1][C:2]1[C:10]([NH:11][S:12]([C:15]2[S:16][CH:17]=[CH:18][CH:19]=2)(=[O:14])=[O:13])=[C:9]2[C:5]([CH:6]=[C:7]([C:20]([OH:22])=O)[NH:8]2)=[CH:4][CH:3]=1.[N:23]1(O)C2C=CC=CC=2N=N1.Cl.CN(C)CCCN=C=NCC.N.C(O)(=O)CC(CC(O)=O)(C(O)=O)O. (2) The reactants are: [C:1]([C:3]1[CH:8]=[CH:7][C:6]([C:9]2[O:10][C:11]([C:14]([OH:16])=O)=[CH:12][N:13]=2)=[C:5]([F:17])[CH:4]=1)#[N:2].[C:18]([O:22][C:23]([N:25]1[CH2:30][CH2:29][CH:28]([NH:31][CH:32]2[CH2:34][CH2:33]2)[CH2:27][CH2:26]1)=[O:24])([CH3:21])([CH3:20])[CH3:19]. Given the product [C:18]([O:22][C:23]([N:25]1[CH2:30][CH2:29][CH:28]([N:31]([C:14]([C:11]2[O:10][C:9]([C:6]3[CH:7]=[CH:8][C:3]([C:1]#[N:2])=[CH:4][C:5]=3[F:17])=[N:13][CH:12]=2)=[O:16])[CH:32]2[CH2:33][CH2:34]2)[CH2:27][CH2:26]1)=[O:24])([CH3:21])([CH3:19])[CH3:20], predict the reactants needed to synthesize it. (3) Given the product [N:17]1([CH2:6][C:7]2[CH:8]=[C:9]3[C:14](=[CH:15][CH:16]=2)[N:13]=[CH:12][CH:11]=[CH:10]3)[CH:21]=[CH:20][N:19]=[CH:18]1, predict the reactants needed to synthesize it. The reactants are: CS(O[CH2:6][C:7]1[CH:8]=[C:9]2[C:14](=[CH:15][CH:16]=1)[N:13]=[CH:12][CH:11]=[CH:10]2)(=O)=O.[NH:17]1[CH:21]=[CH:20][N:19]=[CH:18]1.[Na].